Predict the reaction yield, written as a fraction of the theoretical maximum amount of product (1.0 means a 100% yield; for example, 0.34 means a 34% yield). From a dataset of Reaction yield outcomes from USPTO patents with 853,638 reactions. The reactants are [NH2:1][C:2](=[C:7]1C(=O)O[C:10](C)([CH3:14])[O:9][C:8]1=[O:16])[CH2:3][CH:4]1[CH2:6][CH2:5]1.[Na]. The catalyst is C(O)C.ClCCl. The product is [CH2:10]([O:9][C:8](=[O:16])[CH:7]=[C:2]([NH2:1])[CH2:3][CH:4]1[CH2:5][CH2:6]1)[CH3:14]. The yield is 0.770.